This data is from Reaction yield outcomes from USPTO patents with 853,638 reactions. The task is: Predict the reaction yield, written as a fraction of the theoretical maximum amount of product (1.0 means a 100% yield; for example, 0.34 means a 34% yield). (1) The reactants are [NH:1]1[CH2:6][CH2:5][CH:4]([NH:7][C:8]2[N:13]=[N:12][C:11]([C:14]#[N:15])=[CH:10][CH:9]=2)[CH2:3][CH2:2]1.[Cl:16][C:17]1[CH:18]=[C:19]([CH:22]=[CH:23][CH:24]=1)[CH2:20]Br.C(N(C(C)C)CC)(C)C. The catalyst is C(#N)C.ClCCl. The product is [Cl:16][C:17]1[CH:18]=[C:19]([CH:22]=[CH:23][CH:24]=1)[CH2:20][N:1]1[CH2:2][CH2:3][CH:4]([NH:7][C:8]2[N:13]=[N:12][C:11]([C:14]#[N:15])=[CH:10][CH:9]=2)[CH2:5][CH2:6]1. The yield is 0.390. (2) The catalyst is C(O)C. The reactants are Cl.[CH:2]([NH2:4])=[NH:3].CC[O-].[Na+].[CH3:9][CH:10]1[CH:14]([C:15](OC)=[O:16])[C:13](=O)[CH2:12][S:11]1. The product is [CH3:9][CH:10]1[C:14]2[C:15]([OH:16])=[N:4][CH:2]=[N:3][C:13]=2[CH2:12][S:11]1. The yield is 0.470.